This data is from Catalyst prediction with 721,799 reactions and 888 catalyst types from USPTO. The task is: Predict which catalyst facilitates the given reaction. Reactant: [OH:1][Si:2]([CH3:13])([CH3:12])[C:3]1[CH:11]=[CH:10][C:6]([C:7]([OH:9])=O)=[CH:5][CH:4]=1.CCN=C=NCCCN(C)C.CCN(C(C)C)C(C)C.C1C=CC2N(O)N=NC=2C=1.[NH2:44][CH2:45][CH2:46][CH2:47][CH2:48][CH2:49][NH:50][C:51](=[O:77])[CH2:52][C@@H:53]1[N:59]=[C:58]([C:60]2[CH:65]=[CH:64][C:63]([Cl:66])=[CH:62][CH:61]=2)[C:57]2[CH:67]=[C:68]([O:71][CH3:72])[CH:69]=[CH:70][C:56]=2[N:55]2[C:73]([CH3:76])=[N:74][N:75]=[C:54]12. Product: [Cl:66][C:63]1[CH:64]=[CH:65][C:60]([C:58]2[C:57]3[CH:67]=[C:68]([O:71][CH3:72])[CH:69]=[CH:70][C:56]=3[N:55]3[C:73]([CH3:76])=[N:74][N:75]=[C:54]3[C@H:53]([CH2:52][C:51]([NH:50][CH2:49][CH2:48][CH2:47][CH2:46][CH2:45][NH:44][C:7](=[O:9])[C:6]3[CH:5]=[CH:4][C:3]([Si:2]([OH:1])([CH3:13])[CH3:12])=[CH:11][CH:10]=3)=[O:77])[N:59]=2)=[CH:61][CH:62]=1. The catalyst class is: 3.